Predict the reaction yield, written as a fraction of the theoretical maximum amount of product (1.0 means a 100% yield; for example, 0.34 means a 34% yield). From a dataset of Reaction yield outcomes from USPTO patents with 853,638 reactions. (1) The reactants are [OH:1][C:2]1[C:11]2[C:6](=[CH:7][CH:8]=[CH:9][CH:10]=2)[N:5]=[CH:4][C:3]=1[C:12]([OH:14])=O.CN(C(ON1N=NC2C=CC=CC1=2)=[N+](C)C)C.F[P-](F)(F)(F)(F)F.CCN(C(C)C)C(C)C.[CH3:48][C:49]1[CH:54]=[CH:53][C:52]([N+:55]([O-])=O)=[CH:51][C:50]=1[NH2:58].O.O.Cl[Sn]Cl.C([O-])(O)=O.[Na+]. The catalyst is C1COCC1. The product is [NH2:55][C:52]1[CH:53]=[CH:54][C:49]([CH3:48])=[C:50]([NH:58][C:12]([C:3]2[C:2](=[O:1])[C:11]3[C:6](=[CH:7][CH:8]=[CH:9][CH:10]=3)[NH:5][CH:4]=2)=[O:14])[CH:51]=1. The yield is 0.0800. (2) The reactants are [Br:1][C:2]1[CH:3]=[C:4]2[C:9](=[CH:10][CH:11]=1)[C:8](=[O:12])[NH:7][C:6](=[O:13])[C:5]2=[CH:14]OC.[NH2:17][C:18]1[CH:19]=[C:20]2[C:25](=[CH:26][CH:27]=1)[N:24]=[CH:23][CH:22]=[CH:21]2. The catalyst is CN(C)C=O. The product is [Br:1][C:2]1[CH:3]=[C:4]2[C:9](=[CH:10][CH:11]=1)[C:8](=[O:12])[NH:7][C:6](=[O:13])/[C:5]/2=[CH:14]\[NH:17][C:18]1[CH:19]=[C:20]2[C:25](=[CH:26][CH:27]=1)[N:24]=[CH:23][CH:22]=[CH:21]2. The yield is 0.850. (3) The reactants are [CH2:1]([S:3]([N:6]1[CH2:11][CH2:10][CH:9]([C:12]2[C:20]3[C:15](=[C:16]([C:33]([NH2:35])=[O:34])[CH:17]=[C:18]([C:21]4[CH:25]=[C:24]([CH2:26][N:27]([CH3:32])[CH:28]([CH3:31])CC)[S:23][CH:22]=4)[CH:19]=3)[NH:14][CH:13]=2)[CH2:8][CH2:7]1)(=[O:5])=[O:4])[CH3:2].[CH2:36]([O:38]CCN)[CH3:37].CC(N)CC. No catalyst specified. The product is [CH2:36]([O:38][CH2:31][CH2:28][N:27]([CH2:26][C:24]1[S:23][CH:22]=[C:21]([C:18]2[CH:19]=[C:20]3[C:15](=[C:16]([C:33]([NH2:35])=[O:34])[CH:17]=2)[NH:14][CH:13]=[C:12]3[CH:9]2[CH2:8][CH2:7][N:6]([S:3]([CH2:1][CH3:2])(=[O:4])=[O:5])[CH2:11][CH2:10]2)[CH:25]=1)[CH3:32])[CH3:37]. The yield is 0.115. (4) The reactants are [N:1]1([S:7]([CH2:10][C@H:11]([NH:15][C@@H:16]([C:21]2[CH:26]=[CH:25][C:24]([F:27])=[CH:23][CH:22]=2)[C:17]([F:20])([F:19])[F:18])[C:12]([OH:14])=O)(=[O:9])=[O:8])[CH2:6][CH2:5][O:4][CH2:3][CH2:2]1.Cl.[NH2:29][C:30]1([C:33]#[N:34])[CH2:32][CH2:31]1.CN(C(ON1N=NC2C=CC=NC1=2)=[N+](C)C)C.F[P-](F)(F)(F)(F)F.CCN(C(C)C)C(C)C. The catalyst is CN(C=O)C.CCOC(C)=O. The product is [C:33]([C:30]1([NH:29][C:12](=[O:14])[C@@H:11]([NH:15][C@@H:16]([C:21]2[CH:22]=[CH:23][C:24]([F:27])=[CH:25][CH:26]=2)[C:17]([F:18])([F:20])[F:19])[CH2:10][S:7]([N:1]2[CH2:2][CH2:3][O:4][CH2:5][CH2:6]2)(=[O:9])=[O:8])[CH2:32][CH2:31]1)#[N:34]. The yield is 0.510. (5) The reactants are [Br:1][C:2]1[CH:3]=[N:4][CH:5]=[C:6]([O:8][CH2:9][CH2:10]Br)[CH:7]=1.[O:12]([S:14]([CH3:16])=[O:15])[Na].CS(C)=O. The catalyst is O. The product is [Br:1][C:2]1[CH:3]=[N:4][CH:5]=[C:6]([O:8][CH2:9][CH2:10][S:14]([CH3:16])(=[O:15])=[O:12])[CH:7]=1. The yield is 0.610. (6) The reactants are [CH:1]1([C:8]2[CH:17]=[CH:16][C:11]3[NH:12][C:13](=[O:15])[O:14][C:10]=3[CH:9]=2)[CH2:6][CH2:5][C:4](=O)[CH2:3][CH2:2]1.[F:18][C:19]1[CH:20]=[C:21]([CH2:25][CH2:26][CH2:27][NH2:28])[CH:22]=[CH:23][CH:24]=1.Cl. No catalyst specified. The product is [F:18][C:19]1[CH:20]=[C:21]([CH2:25][CH2:26][CH2:27][NH:28][C@H:4]2[CH2:5][CH2:6][C@H:1]([C:8]3[CH:17]=[CH:16][C:11]4[NH:12][C:13](=[O:15])[O:14][C:10]=4[CH:9]=3)[CH2:2][CH2:3]2)[CH:22]=[CH:23][CH:24]=1. The yield is 0.370.